This data is from Full USPTO retrosynthesis dataset with 1.9M reactions from patents (1976-2016). The task is: Predict the reactants needed to synthesize the given product. (1) Given the product [Cl:19][C:14]1[CH:13]=[C:12]([C@@H:11]2[O:10][CH2:9][CH2:8][N:7]([C:20]([O:22][C:23]([CH3:26])([CH3:25])[CH3:24])=[O:21])[CH2:6][C@H:5]2[CH2:4][N:1]2[C:35]([CH3:37])=[C:34]([C:33]([O:39][CH3:40])=[O:38])[N:3]=[N:2]2)[CH:17]=[CH:16][C:15]=1[Cl:18], predict the reactants needed to synthesize it. The reactants are: [N:1]([CH2:4][C@H:5]1[C@H:11]([C:12]2[CH:17]=[CH:16][C:15]([Cl:18])=[C:14]([Cl:19])[CH:13]=2)[O:10][CH2:9][CH2:8][N:7]([C:20]([O:22][C:23]([CH3:26])([CH3:25])[CH3:24])=[O:21])[CH2:6]1)=[N+:2]=[N-:3].C(=O)([O-])[O-].[K+].[K+].[C:33]([O:39][CH3:40])(=[O:38])[CH2:34][C:35]([CH3:37])=O. (2) Given the product [O:12]=[C:9]1[NH:8][C:7]2[CH:13]=[C:3]([CH:2]=[O:1])[CH:4]=[CH:5][C:6]=2[S:11][CH2:10]1, predict the reactants needed to synthesize it. The reactants are: [OH:1][CH2:2][C:3]1[CH:4]=[CH:5][C:6]2[S:11][CH2:10][C:9](=[O:12])[NH:8][C:7]=2[CH:13]=1. (3) Given the product [Cl:1][C:2]1[CH:3]=[CH:4][C:5]([C:8]2[C:14]3[CH:15]=[C:16]([O:19][CH3:20])[CH:17]=[CH:18][C:13]=3[N:12]3[C:21]([CH3:24])=[N:22][N:23]=[C:11]3[C@H:10]([CH2:25][C:26](=[O:27])[NH:50][CH2:51][CH2:52][O:53][CH2:54][CH2:55][O:56][CH2:57][CH2:58][O:59][CH2:60][CH2:61][O:62][CH2:63][CH2:64][O:65][CH2:66][CH2:67][NH:68][C:69](=[O:75])[O:70][C:71]([CH3:73])([CH3:72])[CH3:74])[N:9]=2)=[CH:6][CH:7]=1, predict the reactants needed to synthesize it. The reactants are: [Cl:1][C:2]1[CH:7]=[CH:6][C:5]([C:8]2[C:14]3[CH:15]=[C:16]([O:19][CH3:20])[CH:17]=[CH:18][C:13]=3[N:12]3[C:21]([CH3:24])=[N:22][N:23]=[C:11]3[C@H:10]([CH2:25][C:26](O)=[O:27])[N:9]=2)=[CH:4][CH:3]=1.CCN=C=NCCCN(C)C.C1C=CC2N(O)N=NC=2C=1.[NH2:50][CH2:51][CH2:52][O:53][CH2:54][CH2:55][O:56][CH2:57][CH2:58][O:59][CH2:60][CH2:61][O:62][CH2:63][CH2:64][O:65][CH2:66][CH2:67][NH:68][C:69](=[O:75])[O:70][C:71]([CH3:74])([CH3:73])[CH3:72]. (4) Given the product [F:63][C:57]1[CH:58]=[C:59]([NH:62][C:14]([C:10]2[C:9](=[O:17])[N:8]([C:5]3[CH:4]=[CH:3][C:2]([F:1])=[CH:7][CH:6]=3)[CH:13]=[CH:12][CH:11]=2)=[O:16])[CH:60]=[CH:61][C:56]=1[O:55][C:54]1[CH:53]=[CH:52][N:51]=[C:50]2[N:46]([CH2:45][C:44]3[CH:65]=[CH:66][C:41]([O:40][CH3:39])=[CH:42][CH:43]=3)[N:47]=[C:48]([CH3:64])[C:49]=12, predict the reactants needed to synthesize it. The reactants are: [F:1][C:2]1[CH:7]=[CH:6][C:5]([N:8]2[CH:13]=[CH:12][CH:11]=[C:10]([C:14]([OH:16])=O)[C:9]2=[O:17])=[CH:4][CH:3]=1.CCN=C=NCCCN(C)C.C1C=CC2N(O)N=NC=2C=1.[CH3:39][O:40][C:41]1[CH:66]=[CH:65][C:44]([CH2:45][N:46]2[C:50]3=[N:51][CH:52]=[CH:53][C:54]([O:55][C:56]4[CH:61]=[CH:60][C:59]([NH2:62])=[CH:58][C:57]=4[F:63])=[C:49]3[C:48]([CH3:64])=[N:47]2)=[CH:43][CH:42]=1.CCN(CC)CC. (5) Given the product [C:1]1([S:7]([CH2:9][Br:16])=[O:8])[CH:6]=[CH:5][CH:4]=[CH:3][CH:2]=1, predict the reactants needed to synthesize it. The reactants are: [C:1]1([S:7]([CH3:9])=[O:8])[CH:6]=[CH:5][CH:4]=[CH:3][CH:2]=1.N1C=CC=CC=1.[Br:16]Br.